Dataset: Full USPTO retrosynthesis dataset with 1.9M reactions from patents (1976-2016). Task: Predict the reactants needed to synthesize the given product. (1) Given the product [CH3:28][C:18]1[CH:23]=[CH:22][C:21]([S:24]([O:7][C@H:4]([CH2:3][CH:2]([CH3:1])[CH2:8][CH2:9][CH:10]=[CH2:11])[CH2:5][CH3:6])(=[O:26])=[O:25])=[CH:20][CH:19]=1, predict the reactants needed to synthesize it. The reactants are: [CH3:1][CH:2]([CH2:8][CH2:9][CH:10]=[CH2:11])[CH2:3][C@@H:4]([OH:7])[CH2:5][CH3:6].N1C=CC=CC=1.[C:18]1([CH3:28])[CH:23]=[CH:22][C:21]([S:24](Cl)(=[O:26])=[O:25])=[CH:20][CH:19]=1. (2) Given the product [C:55]([O:59][C:60]([NH:62][C@H:63]([C:76]([NH:2][C@H:3]([C:7]([O:9][CH:10]([O:12][C:13](=[O:54])[N:14]([C:27]1[N:53]=[C:30]2[CH:31]=[CH:32][C:33]([C:35]3[CH:40]=[CH:39][C:38]([NH:41][C:42](=[O:52])[C@@H:43]([C:45]4[CH:46]=[CH:47][C:48]([F:51])=[CH:49][CH:50]=4)[CH3:44])=[CH:37][CH:36]=3)=[CH:34][N:29]2[N:28]=1)[C:15]1[CH:20]=[CH:19][C:18]([S:21]([CH3:24])(=[O:23])=[O:22])=[CH:17][C:16]=1[O:25][CH3:26])[CH3:11])=[O:8])[CH:4]([CH3:6])[CH3:5])=[O:77])[CH2:64][CH2:65][CH2:66][CH2:67][NH:68][C:69]([O:71][C:72]([CH3:75])([CH3:74])[CH3:73])=[O:70])=[O:61])([CH3:56])([CH3:58])[CH3:57], predict the reactants needed to synthesize it. The reactants are: Cl.[NH2:2][C@H:3]([C:7]([O:9][CH:10]([O:12][C:13](=[O:54])[N:14]([C:27]1[N:53]=[C:30]2[CH:31]=[CH:32][C:33]([C:35]3[CH:40]=[CH:39][C:38]([NH:41][C:42](=[O:52])[C@@H:43]([C:45]4[CH:50]=[CH:49][C:48]([F:51])=[CH:47][CH:46]=4)[CH3:44])=[CH:37][CH:36]=3)=[CH:34][N:29]2[N:28]=1)[C:15]1[CH:20]=[CH:19][C:18]([S:21]([CH3:24])(=[O:23])=[O:22])=[CH:17][C:16]=1[O:25][CH3:26])[CH3:11])=[O:8])[CH:4]([CH3:6])[CH3:5].[C:55]([O:59][C:60]([NH:62][C@H:63]([C:76](O)=[O:77])[CH2:64][CH2:65][CH2:66][CH2:67][NH:68][C:69]([O:71][C:72]([CH3:75])([CH3:74])[CH3:73])=[O:70])=[O:61])([CH3:58])([CH3:57])[CH3:56].CN(C(ON1N=NC2C=CC=NC1=2)=[N+](C)C)C.F[P-](F)(F)(F)(F)F.C(=O)(O)[O-].[Na+]. (3) Given the product [CH:42]1([C:45]([N:47]2[CH2:52][CH2:51][N:50]([C:6]([C:5]3[CH:4]=[C:3]([CH:11]=[CH:10][CH:9]=3)[CH:1]=[O:2])=[O:8])[CH2:49][CH2:48]2)=[O:46])[CH2:43][CH2:44]1, predict the reactants needed to synthesize it. The reactants are: [CH:1]([C:3]1[CH:4]=[C:5]([CH:9]=[CH:10][CH:11]=1)[C:6]([OH:8])=O)=[O:2].C(N(CC)CC)C.ON1C2C=CC=CC=2N=N1.Cl.C(N=C=NCCCN(C)C)C.Cl.[CH:42]1([C:45]([N:47]2[CH2:52][CH2:51][NH:50][CH2:49][CH2:48]2)=[O:46])[CH2:44][CH2:43]1. (4) Given the product [C:30]([O:29][C:27](=[O:28])[CH2:26][CH2:25][CH:20]1[NH:19][CH2:24][CH2:23][N:22]([C:2]2[C:12]([C:13]#[N:14])=[CH:11][C:5]([C:6]([O:8][CH2:9][CH3:10])=[O:7])=[C:4]([C:15]([F:18])([F:17])[F:16])[N:3]=2)[CH2:21]1)([CH3:33])([CH3:31])[CH3:32], predict the reactants needed to synthesize it. The reactants are: Cl[C:2]1[C:12]([C:13]#[N:14])=[CH:11][C:5]([C:6]([O:8][CH2:9][CH3:10])=[O:7])=[C:4]([C:15]([F:18])([F:17])[F:16])[N:3]=1.[NH:19]1[CH2:24][CH2:23][NH:22][CH2:21][CH:20]1[CH2:25][CH2:26][C:27]([O:29][C:30]([CH3:33])([CH3:32])[CH3:31])=[O:28].C(N(CC)CC)C. (5) Given the product [Cl:1][C:2]1[CH:39]=[C:38]([Cl:40])[CH:37]=[CH:36][C:3]=1[CH2:4][NH:5][C:13]1[N:18]2[N:19]=[CH:20][CH:21]=[C:17]2[N:16]=[C:15]([C:22]2[CH:27]=[CH:26][C:25]([CH:28]3[O:33][CH2:32][CH2:31][N:30]([CH2:34][CH3:35])[CH2:29]3)=[CH:24][CH:23]=2)[CH:14]=1, predict the reactants needed to synthesize it. The reactants are: [Cl:1][C:2]1[CH:39]=[C:38]([Cl:40])[CH:37]=[CH:36][C:3]=1[CH2:4][N:5]([C:13]1[N:18]2[N:19]=[CH:20][CH:21]=[C:17]2[N:16]=[C:15]([C:22]2[CH:27]=[CH:26][C:25]([CH:28]3[O:33][CH2:32][CH2:31][N:30]([CH2:34][CH3:35])[CH2:29]3)=[CH:24][CH:23]=2)[CH:14]=1)C(=O)OC(C)(C)C.FC(F)(F)C(O)=O.C(=O)(O)[O-].[Na+]. (6) Given the product [NH2:39][CH2:38][C@@H:9]1[C@H:10]([OH:30])[C@@H:11]([OH:22])[C@H:12]([CH2:13][NH2:14])[NH:8]1, predict the reactants needed to synthesize it. The reactants are: C(OC([N:8]1[C@@H:12]([CH2:13][NH:14]C(OC(C)(C)C)=O)[C@H:11]([O:22]CC2C=CC=CC=2)[C@@H:10]([O:30]CC2C=CC=CC=2)[C@H:9]1[CH2:38][NH2:39])=O)(C)(C)C. (7) Given the product [CH:8]1[CH:7]=[CH:6][N:5]=[C:10]([C:6]2[CH:7]=[CH:8][CH:9]=[CH:10][N:5]=2)[CH:9]=1, predict the reactants needed to synthesize it. The reactants are: C[Sn](C)C.[N:5]1[CH:10]=[CH:9][CH:8]=[CH:7][CH:6]=1.